Dataset: Catalyst prediction with 721,799 reactions and 888 catalyst types from USPTO. Task: Predict which catalyst facilitates the given reaction. Reactant: [C:1]([O-:4])([O-])=O.[Cs+].[Cs+].F[C:8]1[CH:23]=[CH:22][C:21]([O:24][C:25]([F:28])([F:27])[F:26])=[CH:20][C:9]=1[C:10]([NH:12][C:13]1[CH:18]=[CH:17][NH:16][C:15](=[O:19])[CH:14]=1)=[O:11].[F:29][C:30]1[CH:35]=[CH:34][C:33](O)=[CH:32][C:31]=1C. Product: [F:29][C:30]1[CH:35]=[CH:34][C:1]([O:4][C:8]2[CH:23]=[CH:22][C:21]([O:24][C:25]([F:28])([F:27])[F:26])=[CH:20][C:9]=2[C:10]([NH:12][C:13]2[CH:18]=[CH:17][NH:16][C:15](=[O:19])[CH:14]=2)=[O:11])=[C:32]([CH3:33])[CH:31]=1. The catalyst class is: 3.